From a dataset of Full USPTO retrosynthesis dataset with 1.9M reactions from patents (1976-2016). Predict the reactants needed to synthesize the given product. (1) Given the product [CH:54]([C:46]1[CH:47]=[CH:48][CH:49]=[C:50]([CH:51]([CH3:53])[CH3:52])[C:45]=1[NH:44][CH2:43][C:41]1[CH:40]=[CH:39][CH:38]=[C:37]([C:14]2[C:15]3[C:20](=[CH:19][CH:18]=[CH:17][CH:16]=3)[CH:21]=[CH:22][C:13]=2[CH2:12][NH:11][C:10]2[CH:32]=[CH:33][CH:34]=[CH:35][C:9]=2[CH3:8])[N:42]=1)([CH3:56])[CH3:55], predict the reactants needed to synthesize it. The reactants are: C([O-])([O-])=O.[Na+].[Na+].O.[CH3:8][C:9]1[CH:35]=[CH:34][CH:33]=[CH:32][C:10]=1[NH:11][CH2:12][C:13]1[CH:22]=[CH:21][C:20]2[C:15](=[CH:16][CH:17]=[CH:18][CH:19]=2)[C:14]=1B1OC(C)(C)C(C)(C)O1.Br[C:37]1[N:42]=[C:41]([CH2:43][NH:44][C:45]2[C:50]([CH:51]([CH3:53])[CH3:52])=[CH:49][CH:48]=[CH:47][C:46]=2[CH:54]([CH3:56])[CH3:55])[CH:40]=[CH:39][CH:38]=1. (2) Given the product [Br:1][C:2]1[C:11]2[C:6](=[C:7]([OH:43])[CH:8]=[C:9]([OH:12])[CH:10]=2)[C:5](=[O:27])[N:4]([C:28]2[CH:33]=[CH:32][C:31]([OH:34])=[CH:30][CH:29]=2)[CH:3]=1, predict the reactants needed to synthesize it. The reactants are: [Br:1][C:2]1[C:11]2[C:6](=[C:7](C3C=C(C(F)(F)F)C=CC=3C([O-])=O)[CH:8]=[C:9]([O:12]C)[CH:10]=2)[C:5](=[O:27])[N:4]([C:28]2[CH:33]=[CH:32][C:31]([O:34]C)=[CH:30][CH:29]=2)[CH:3]=1.C(Cl)Cl.B(Br)(Br)Br.[OH2:43]. (3) Given the product [CH2:1]([O:4][C:5]1[C:10]([O:11][CH2:12][CH:13]=[CH2:14])=[CH:9][CH:8]=[CH:7][C:6]=1[C:15](=[O:17])[CH3:16])[CH:2]=[CH2:3], predict the reactants needed to synthesize it. The reactants are: [CH2:1]([O:4][C:5]1[C:10]([O:11][CH2:12][CH:13]=[CH2:14])=[CH:9][CH:8]=[CH:7][C:6]=1[CH:15]([OH:17])[CH3:16])[CH:2]=[CH2:3].C1C=C[NH+]=CC=1.[O-][Cr](Cl)(=O)=O. (4) The reactants are: C(O)(=O)C.[NH2:5][C:6]1[CH:11]=[CH:10][CH:9]=[CH:8][C:7]=1[NH:12][C:13]1[CH:27]=[CH:26][C:16]([CH2:17][NH:18][C:19](=[O:25])[O:20][C:21]([CH3:24])([CH3:23])[CH3:22])=[CH:15][CH:14]=1.[Br:28][C:29]1[CH:36]=[CH:35][C:32]([CH:33]=O)=[CH:31][CH:30]=1.C([BH3-])#N.[Na+]. Given the product [Br:28][C:29]1[CH:36]=[CH:35][C:32]([CH2:33][NH:5][C:6]2[CH:11]=[CH:10][CH:9]=[CH:8][C:7]=2[NH:12][C:13]2[CH:27]=[CH:26][C:16]([CH2:17][NH:18][C:19](=[O:25])[O:20][C:21]([CH3:22])([CH3:23])[CH3:24])=[CH:15][CH:14]=2)=[CH:31][CH:30]=1, predict the reactants needed to synthesize it. (5) Given the product [CH3:13][C:2]1[CH:8]=[C:7]([C:9]([F:12])([F:11])[F:10])[CH:6]=[CH:5][C:3]=1[NH2:4], predict the reactants needed to synthesize it. The reactants are: I[C:2]1[CH:8]=[C:7]([C:9]([F:12])([F:11])[F:10])[CH:6]=[CH:5][C:3]=1[NH2:4].[CH3:13]C1(C)CCCB(C)O1.C(=O)([O-])[O-].[K+].[K+]. (6) The reactants are: [NH2:1][C:2]1[N:11]=[C:10]([C:12]2[CH:17]=[CH:16][CH:15]=[CH:14][C:13]=2[OH:18])[CH:9]=[C:8]([CH:19]2[CH2:24][CH2:23][CH2:22][N:21]([C:25](OCC3C=CC=CC=3)=[O:26])[CH2:20]2)[C:3]=1C(OC)=O. Given the product [NH2:1][C:2]1[C:3]2[C:25](=[O:26])[N:21]3[CH2:20][CH:19]([CH2:24][CH2:23][CH2:22]3)[C:8]=2[CH:9]=[C:10]([C:12]2[CH:17]=[CH:16][CH:15]=[CH:14][C:13]=2[OH:18])[N:11]=1, predict the reactants needed to synthesize it. (7) Given the product [OH:2][C:3]1[N:4]([C:19]2[CH:20]=[C:21]3[C:25](=[CH:26][CH:27]=2)[N:24]([CH2:28][CH2:29][CH:30]2[CH2:31][CH2:32][NH:33][CH2:34][CH2:35]2)[CH:23]=[CH:22]3)[C:5]([C:8]2[CH:13]=[C:12]([CH:14]([CH3:16])[CH3:15])[C:11]([OH:17])=[CH:10][C:9]=2[OH:18])=[N:6][N:7]=1, predict the reactants needed to synthesize it. The reactants are: Cl.[OH:2][C:3]1[N:4]([C:19]2[CH:20]=[C:21]3[C:25](=[CH:26][CH:27]=2)[N:24]([CH2:28][CH2:29][CH:30]2[CH2:35][CH2:34][NH:33][CH2:32][CH2:31]2)[CH:23]=[CH:22]3)[C:5]([C:8]2[CH:13]=[C:12]([CH:14]([CH3:16])[CH3:15])[C:11]([OH:17])=[CH:10][C:9]=2[OH:18])=[N:6][N:7]=1.C(=O)([O-])OC1C=CC([N+]([O-])=O)=CC=1C1C=CC2N=C3C4N(CC3=C(CC)C=2C=1)C(=O)C1COC(=O)[C@@](CC)(O)C=1C=4.C(N(CC)CC)C.O. (8) Given the product [Br:8][C:6]1[CH:5]=[N:4][CH:3]=[C:2]([C:14]2[CH:15]=[CH:16][C:11]([O:10][CH3:9])=[CH:12][CH:13]=2)[CH:7]=1, predict the reactants needed to synthesize it. The reactants are: Br[C:2]1[CH:3]=[N:4][CH:5]=[C:6]([Br:8])[CH:7]=1.[CH3:9][O:10][C:11]1[CH:16]=[CH:15][C:14](B(O)O)=[CH:13][CH:12]=1.C([O-])([O-])=O.[Na+].[Na+]. (9) Given the product [F:1][C:2]1[CH:3]=[C:4]([N+:9]([O-:11])=[O:10])[CH:5]=[CH:6][C:7]=1[N:16]([CH2:17][CH2:18][O:19][CH3:20])[CH2:15][CH2:14][O:13][CH3:12], predict the reactants needed to synthesize it. The reactants are: [F:1][C:2]1[CH:3]=[C:4]([N+:9]([O-:11])=[O:10])[CH:5]=[CH:6][C:7]=1F.[CH3:12][O:13][CH2:14][CH2:15][NH:16][CH2:17][CH2:18][O:19][CH3:20].C([O-])([O-])=O.[K+].[K+].